From a dataset of Aqueous solubility values for 9,982 compounds from the AqSolDB database. Regression/Classification. Given a drug SMILES string, predict its absorption, distribution, metabolism, or excretion properties. Task type varies by dataset: regression for continuous measurements (e.g., permeability, clearance, half-life) or binary classification for categorical outcomes (e.g., BBB penetration, CYP inhibition). For this dataset (solubility_aqsoldb), we predict Y. The Y is -0.823 log mol/L. The drug is CC(C)SS(=O)C(C)C.